This data is from Peptide-MHC class I binding affinity with 185,985 pairs from IEDB/IMGT. The task is: Regression. Given a peptide amino acid sequence and an MHC pseudo amino acid sequence, predict their binding affinity value. This is MHC class I binding data. The peptide sequence is ISPKSVAGRF. The MHC is H-2-Db with pseudo-sequence H-2-Db. The binding affinity (normalized) is 0.117.